Dataset: Reaction yield outcomes from USPTO patents with 853,638 reactions. Task: Predict the reaction yield, written as a fraction of the theoretical maximum amount of product (1.0 means a 100% yield; for example, 0.34 means a 34% yield). (1) The reactants are [C:1]([C:3]1[C:11]2[C:6](=[CH:7][CH:8]=[C:9]([CH2:12][CH2:13]Cl)[CH:10]=2)[NH:5][CH:4]=1)#[N:2].[N-:15]=[N+:16]=[N-:17].[Na+]. The catalyst is CN(C=O)C. The product is [C:1]([C:3]1[C:11]2[C:6](=[CH:7][CH:8]=[C:9]([CH2:12][CH2:13][N:15]=[N+:16]=[N-:17])[CH:10]=2)[NH:5][CH:4]=1)#[N:2]. The yield is 0.950. (2) The reactants are [CH3:1][C@@H:2]1[CH2:7][CH2:6][C@H:5]([O:8][C:9]2[C:10]([C:21]([F:24])([F:23])[F:22])=[C:11]3[C:16](=[CH:17][CH:18]=2)[CH:15]=[C:14]([CH:19]=[O:20])[CH:13]=[CH:12]3)[CH2:4][CH2:3]1.[BH4-].[Na+]. The catalyst is CO. The product is [CH3:1][C@@H:2]1[CH2:3][CH2:4][C@H:5]([O:8][C:9]2[C:10]([C:21]([F:22])([F:23])[F:24])=[C:11]3[C:16](=[CH:17][CH:18]=2)[CH:15]=[C:14]([CH2:19][OH:20])[CH:13]=[CH:12]3)[CH2:6][CH2:7]1. The yield is 0.990. (3) The reactants are [CH3:1][O:2][C:3](=[O:11])[C:4]1[CH:9]=[C:8](Br)[CH:7]=[N:6][CH:5]=1.[NH:12]1[CH2:17][CH2:16][O:15][CH2:14][CH2:13]1. The catalyst is C1(C)C=CC=CC=1.C(OCC)C.C1C=CC(/C=C/C(/C=C/C2C=CC=CC=2)=O)=CC=1.C1C=CC(/C=C/C(/C=C/C2C=CC=CC=2)=O)=CC=1.C1C=CC(/C=C/C(/C=C/C2C=CC=CC=2)=O)=CC=1.[Pd].[Pd]. The product is [N:12]1([C:8]2[CH:7]=[N:6][CH:5]=[C:4]([CH:9]=2)[C:3]([O:2][CH3:1])=[O:11])[CH2:17][CH2:16][O:15][CH2:14][CH2:13]1. The yield is 0.410. (4) The reactants are [Cl:1][C:2]1[C:7]([NH2:8])=[C:6](Cl)[N:5]=[CH:4][N:3]=1.[NH3:10]. No catalyst specified. The product is [NH2:8][C:7]1[C:2]([Cl:1])=[N:3][CH:4]=[N:5][C:6]=1[NH2:10]. The yield is 0.970.